Task: Predict the reactants needed to synthesize the given product.. Dataset: Full USPTO retrosynthesis dataset with 1.9M reactions from patents (1976-2016) (1) The reactants are: Br[C:2]1[CH:7]=[CH:6][C:5]([C:8]2[O:9][C:10]([CH3:13])=[N:11][N:12]=2)=[CH:4][C:3]=1[CH3:14].[CH3:15][C:16]1[CH:36]=[CH:35][C:19]([C:20]([NH:22][C:23]2[CH:28]=[CH:27][CH:26]=[C:25]([N:29]3[CH2:34][CH2:33][O:32][CH2:31][CH2:30]3)[CH:24]=2)=[O:21])=[CH:18][C:17]=1B1OC(C)(C)C(C)(C)O1. Given the product [CH3:14][C:3]1[CH:4]=[C:5]([C:8]2[O:9][C:10]([CH3:13])=[N:11][N:12]=2)[CH:6]=[CH:7][C:2]=1[C:17]1[C:16]([CH3:15])=[CH:36][CH:35]=[C:19]([C:20]([NH:22][C:23]2[CH:28]=[CH:27][CH:26]=[C:25]([N:29]3[CH2:34][CH2:33][O:32][CH2:31][CH2:30]3)[CH:24]=2)=[O:21])[CH:18]=1, predict the reactants needed to synthesize it. (2) Given the product [Cl:11][C:12]1[CH:17]=[C:16]([C:2]#[C:1][C:3]2[CH:4]=[N:5][CH:6]=[C:7]([O:9][CH3:10])[CH:8]=2)[CH:15]=[CH:14][C:13]=1[F:19], predict the reactants needed to synthesize it. The reactants are: [C:1]([C:3]1[CH:4]=[N:5][CH:6]=[C:7]([O:9][CH3:10])[CH:8]=1)#[CH:2].[Cl:11][C:12]1[CH:17]=[C:16](I)[CH:15]=[CH:14][C:13]=1[F:19].C(N(CC)CC)C. (3) Given the product [C:1]([O:5][C:6](=[O:30])[NH:7][C@@H:8]1[C:9](=[O:29])[N:10]([CH2:37][C:38]([F:41])([F:40])[F:39])[C:11]2[CH:28]=[CH:27][CH:26]=[CH:25][C:12]=2[N:13]([CH2:15][CH2:16][O:17][CH2:18][C:19]2[CH:24]=[CH:23][CH:22]=[CH:21][CH:20]=2)[CH2:14]1)([CH3:4])([CH3:2])[CH3:3], predict the reactants needed to synthesize it. The reactants are: [C:1]([O:5][C:6](=[O:30])[NH:7][C@H:8]1[CH2:14][N:13]([CH2:15][CH2:16][O:17][CH2:18][C:19]2[CH:24]=[CH:23][CH:22]=[CH:21][CH:20]=2)[C:12]2[CH:25]=[CH:26][CH:27]=[CH:28][C:11]=2[NH:10][C:9]1=[O:29])([CH3:4])([CH3:3])[CH3:2].FC(F)(F)S(O[CH2:37][C:38]([F:41])([F:40])[F:39])(=O)=O.C[Si]([N-][Si](C)(C)C)(C)C.[Li+]. (4) Given the product [NH:12]1[C:13]2[C:18](=[CH:17][CH:16]=[CH:15][CH:14]=2)[C:10]([CH2:9][CH2:8][N:1]2[CH2:6][CH2:5][O:4][CH2:3][CH2:2]2)=[CH:11]1, predict the reactants needed to synthesize it. The reactants are: [NH:1]1[CH2:6][CH2:5][O:4][CH2:3][CH2:2]1.Br[CH2:8][CH2:9][C:10]1[C:18]2[C:13](=[CH:14][CH:15]=[CH:16][CH:17]=2)[NH:12][CH:11]=1. (5) Given the product [Cl:1][C:2]1[C:3]([F:34])=[C:4]([NH:8][C:9]2[C:18]3[C:13](=[CH:14][C:15]([O:32][CH3:33])=[C:16]([CH2:19][N:20]([CH3:31])[C:21]4([C:27]([NH:29][CH3:30])=[O:28])[CH2:26][CH2:25][CH2:24][N:23]([S:45]([CH3:44])(=[O:47])=[O:46])[CH2:22]4)[CH:17]=3)[N:12]=[CH:11][N:10]=2)[CH:5]=[CH:6][CH:7]=1, predict the reactants needed to synthesize it. The reactants are: [Cl:1][C:2]1[C:3]([F:34])=[C:4]([NH:8][C:9]2[C:18]3[C:13](=[CH:14][C:15]([O:32][CH3:33])=[C:16]([CH2:19][N:20]([CH3:31])[C:21]4([C:27]([NH:29][CH3:30])=[O:28])[CH2:26][CH2:25][CH2:24][NH:23][CH2:22]4)[CH:17]=3)[N:12]=[CH:11][N:10]=2)[CH:5]=[CH:6][CH:7]=1.C(N(C(C)C)CC)(C)C.[CH3:44][S:45](Cl)(=[O:47])=[O:46].